This data is from Forward reaction prediction with 1.9M reactions from USPTO patents (1976-2016). The task is: Predict the product of the given reaction. (1) Given the reactants [F:1][C:2]1[CH:3]=[CH:4][C:5]2[N:6]([C:8]([C:11]3[N:16]=[C:15]([NH:17][C@@H:18]4[CH2:23][CH2:22][CH2:21][N:20](C(OC(C)(C)C)=O)[CH2:19]4)[CH:14]=[C:13]([O:31][CH2:32][CH2:33][N:34]4[CH2:39][CH2:38][O:37][CH2:36][CH2:35]4)[N:12]=3)=[CH:9][N:10]=2)[CH:7]=1.FC(F)(F)C(O)=O, predict the reaction product. The product is: [F:1][C:2]1[CH:3]=[CH:4][C:5]2[N:6]([C:8]([C:11]3[N:16]=[C:15]([NH:17][C@@H:18]4[CH2:23][CH2:22][CH2:21][NH:20][CH2:19]4)[CH:14]=[C:13]([O:31][CH2:32][CH2:33][N:34]4[CH2:35][CH2:36][O:37][CH2:38][CH2:39]4)[N:12]=3)=[CH:9][N:10]=2)[CH:7]=1. (2) Given the reactants [O:1]=[S:2]1(=[O:28])[CH2:7][CH2:6][CH2:5][CH2:4][N:3]1[C:8]1[CH:16]=[C:15]([C:17]([O:19][CH3:20])=[O:18])[CH:14]=[C:13]2[C:9]=1[CH2:10][CH2:11][N:12]2C(OC(C)(C)C)=O.CCOCC.[ClH:34], predict the reaction product. The product is: [ClH:34].[O:28]=[S:2]1(=[O:1])[CH2:7][CH2:6][CH2:5][CH2:4][N:3]1[C:8]1[CH:16]=[C:15]([C:17]([O:19][CH3:20])=[O:18])[CH:14]=[C:13]2[C:9]=1[CH2:10][CH2:11][NH:12]2. (3) Given the reactants [CH2:1]([C:3]1[C:4]([CH3:27])=[C:5]2[C:9](=[C:10]([O:19][CH2:20][CH2:21][Si:22]([CH3:25])([CH3:24])[CH3:23])[C:11]=1[CH2:12][CH:13]=[C:14]([CH2:17]O)[CH2:15][CH3:16])[C:8](=[O:26])[O:7][CH2:6]2)[CH3:2].C1(P(C2C=CC=CC=2)C2C=CC=CC=2)C=CC=CC=1.C(Br)(Br)(Br)[Br:48], predict the reaction product. The product is: [Br:48][CH2:17][C:14]([CH2:15][CH3:16])=[CH:13][CH2:12][C:11]1[C:10]([O:19][CH2:20][CH2:21][Si:22]([CH3:23])([CH3:25])[CH3:24])=[C:9]2[C:5]([CH2:6][O:7][C:8]2=[O:26])=[C:4]([CH3:27])[C:3]=1[CH2:1][CH3:2]. (4) The product is: [CH:1]([C:3]1[CH:8]=[C:7]([C:13]#[C:14][CH2:15][CH2:16][CH2:17][CH2:18][CH2:19][CH2:20][CH2:21][CH2:22][CH2:23][CH3:24])[CH:6]=[C:5]([CH:10]=[O:11])[C:4]=1[OH:12])=[O:2]. Given the reactants [CH:1]([C:3]1[CH:8]=[C:7](Br)[CH:6]=[C:5]([CH:10]=[O:11])[C:4]=1[OH:12])=[O:2].[CH:13]#[C:14][CH2:15][CH2:16][CH2:17][CH2:18][CH2:19][CH2:20][CH2:21][CH2:22][CH2:23][CH3:24], predict the reaction product.